This data is from Reaction yield outcomes from USPTO patents with 853,638 reactions. The task is: Predict the reaction yield, written as a fraction of the theoretical maximum amount of product (1.0 means a 100% yield; for example, 0.34 means a 34% yield). (1) The product is [CH3:1][O:2][C:3]([C@@H:5]1[CH2:9][C@@H:8]([S:10]([C:13]2[CH:18]=[CH:17][CH:16]=[CH:15][C:14]=2[Cl:19])(=[O:11])=[O:12])[CH2:7][NH:6]1)=[O:4]. The yield is 0.810. The reactants are [CH3:1][O:2][C:3]([C@@H:5]1[CH2:9][C@@H:8]([S:10]([C:13]2[CH:18]=[CH:17][CH:16]=[CH:15][C:14]=2[Cl:19])(=[O:12])=[O:11])[CH2:7][N:6]1C(OC(C)(C)C)=O)=[O:4].FC(F)(F)C(O)=O. The catalyst is ClCCl. (2) The reactants are [F:1][C:2]1[CH:7]=[C:6]([CH3:8])[C:5]([N+:9]([O-:11])=[O:10])=[CH:4][C:3]=1[N+:12]([O-:14])=[O:13].CO[CH:17]([N:20]([CH3:22])[CH3:21])OC.CN(C=O)C. The catalyst is O. The product is [F:1][C:2]1[C:3]([N+:12]([O-:14])=[O:13])=[CH:4][C:5]([N+:9]([O-:11])=[O:10])=[C:6]([CH:8]=[CH:17][N:20]([CH3:22])[CH3:21])[CH:7]=1. The yield is 0.630. (3) The reactants are [F:1][C:2]([F:12])([F:11])[C:3]1[CH:10]=[CH:9][C:6]([CH:7]=O)=[CH:5][CH:4]=1.S([O-])([O-])(=O)=O.[Mg+2].[NH2:19][C:20]1[CH:28]=[CH:27][CH:26]=[C:25]2[C:21]=1[CH2:22][O:23][C:24]2=[O:29]. The catalyst is C(#N)C. The product is [F:1][C:2]([F:12])([F:11])[C:3]1[CH:10]=[CH:9][C:6](/[CH:7]=[N:19]/[C:20]2[CH:28]=[CH:27][CH:26]=[C:25]3[C:21]=2[CH2:22][O:23][C:24]3=[O:29])=[CH:5][CH:4]=1. The yield is 0.680. (4) The reactants are [Cl:1][C:2]1[CH:3]=[C:4]([C@H:9]2[C@H:14]([C:15](O)=[O:16])[NH:13][C:12](=[O:18])[C:11]3[S:19][C:20]([N:22]4[CH2:27][CH2:26][O:25][CH2:24][CH2:23]4)=[CH:21][C:10]2=3)[CH:5]=[CH:6][C:7]=1[Cl:8].B.C1COCC1. No catalyst specified. The product is [Cl:1][C:2]1[CH:3]=[C:4]([C@H:9]2[C@H:14]([CH2:15][OH:16])[NH:13][C:12](=[O:18])[C:11]3[S:19][C:20]([N:22]4[CH2:23][CH2:24][O:25][CH2:26][CH2:27]4)=[CH:21][C:10]2=3)[CH:5]=[CH:6][C:7]=1[Cl:8]. The yield is 0.263. (5) The reactants are C([O:8][C:9]1[C:14]2[N:15]=[C:16]([NH:18][C:19](=[O:28])[C:20]3[CH:25]=[CH:24][C:23]([CH2:26][Cl:27])=[CH:22][CH:21]=3)[S:17][C:13]=2[C:12]([N:29]2[CH2:34][CH2:33][O:32][CH2:31][CH2:30]2)=[CH:11][CH:10]=1)C1C=CC=CC=1.B(Cl)(Cl)Cl.O.CO. The catalyst is C(Cl)Cl.[I-].C([N+](CCCC)(CCCC)CCCC)CCC. The product is [Cl:27][CH2:26][C:23]1[CH:22]=[CH:21][C:20]([C:19]([NH:18][C:16]2[S:17][C:13]3[C:12]([N:29]4[CH2:34][CH2:33][O:32][CH2:31][CH2:30]4)=[CH:11][CH:10]=[C:9]([OH:8])[C:14]=3[N:15]=2)=[O:28])=[CH:25][CH:24]=1. The yield is 0.180. (6) The reactants are [NH2:1][C:2]1[CH:10]=[CH:9][CH:8]=[C:7]2[C:3]=1[C:4](=[O:20])[N:5]([CH:12]1[CH2:17][CH2:16][C:15](=[O:18])[NH:14][C:13]1=[O:19])[C:6]2=[O:11].Cl.[C:22](Cl)(=[O:29])[C:23]1[CH:28]=[CH:27][CH:26]=[N:25][CH:24]=1. The catalyst is O1CCCC1.O.CCOCC. The product is [O:19]=[C:13]1[CH:12]([N:5]2[C:4](=[O:20])[C:3]3[C:7](=[CH:8][CH:9]=[CH:10][C:2]=3[NH:1][C:22]([C:23]3[CH:24]=[N:25][CH:26]=[CH:27][CH:28]=3)=[O:29])[C:6]2=[O:11])[CH2:17][CH2:16][C:15](=[O:18])[NH:14]1. The yield is 0.790. (7) The reactants are [CH3:1][O:2][C:3]1[CH:32]=[CH:31][C:6]([CH2:7][N:8]2[CH2:12][CH2:11][C:10]3([CH2:17][CH2:16][N:15]([CH2:18][C@@H:19]4[C@@H:23]([C:24]5[CH:29]=[CH:28][CH:27]=[CH:26][CH:25]=5)[CH2:22][NH:21][CH2:20]4)[CH2:14][CH2:13]3)[C:9]2=[O:30])=[CH:5][CH:4]=1.[N:33]1([C:39]([Cl:41])=[O:40])[CH2:38][CH2:37][O:36][CH2:35][CH2:34]1.C(=O)(O)[O-].[Na+]. The catalyst is C(Cl)Cl. The product is [ClH:41].[CH3:1][O:2][C:3]1[CH:4]=[CH:5][C:6]([CH2:7][N:8]2[CH2:12][CH2:11][C:10]3([CH2:17][CH2:16][N:15]([CH2:18][C@@H:19]4[C@@H:23]([C:24]5[CH:25]=[CH:26][CH:27]=[CH:28][CH:29]=5)[CH2:22][N:21]([C:39]([N:33]5[CH2:38][CH2:37][O:36][CH2:35][CH2:34]5)=[O:40])[CH2:20]4)[CH2:14][CH2:13]3)[C:9]2=[O:30])=[CH:31][CH:32]=1. The yield is 0.190.